Dataset: Forward reaction prediction with 1.9M reactions from USPTO patents (1976-2016). Task: Predict the product of the given reaction. (1) Given the reactants [Br:1][C:2]1[CH:7]=[C:6]([C:8]([F:11])([F:10])[F:9])[N:5]=[N:4][C:3]=1O.P(Br)(Br)([Br:15])=O.O.C(=O)([O-])O.[Na+], predict the reaction product. The product is: [Br:15][C:3]1[N:4]=[N:5][C:6]([C:8]([F:11])([F:10])[F:9])=[CH:7][C:2]=1[Br:1]. (2) Given the reactants [F:1][CH:2]([F:30])[O:3][C:4]1[CH:9]=[CH:8][C:7]([CH:10]2[CH2:15][N:14]([C:16]([N:18]3[CH2:23][CH2:22][S:21](=[O:25])(=[O:24])[CH2:20][CH2:19]3)=[O:17])[CH2:13][CH:12]([C:26]([O:28]C)=[O:27])[CH2:11]2)=[CH:6][CH:5]=1.CC(C)([O-])C.[K+], predict the reaction product. The product is: [F:30][CH:2]([F:1])[O:3][C:4]1[CH:5]=[CH:6][C:7]([CH:10]2[CH2:15][N:14]([C:16]([N:18]3[CH2:19][CH2:20][S:21](=[O:25])(=[O:24])[CH2:22][CH2:23]3)=[O:17])[CH2:13][CH:12]([C:26]([OH:28])=[O:27])[CH2:11]2)=[CH:8][CH:9]=1. (3) Given the reactants [C:1]([O:5][C:6](=[O:27])[NH:7][C@H:8]([CH2:25][OH:26])[CH2:9][C:10]1[CH:15]=[CH:14][C:13]([O:16][C:17]2[C:22]([C:23]#[N:24])=[CH:21][CH:20]=[CH:19][N:18]=2)=[CH:12][CH:11]=1)([CH3:4])([CH3:3])[CH3:2].[OH:28]O.[OH-].[Na+].Cl, predict the reaction product. The product is: [C:1]([O:5][C:6]([NH:7][C@H:8]([CH2:25][OH:26])[CH2:9][C:10]1[CH:11]=[CH:12][C:13]([O:16][C:17]2[N:18]=[CH:19][CH:20]=[CH:21][C:22]=2[C:23]([NH2:24])=[O:28])=[CH:14][CH:15]=1)=[O:27])([CH3:3])([CH3:2])[CH3:4]. (4) Given the reactants [CH3:1][C:2]1[N:7]=[C:6]([OH:8])[CH:5]=[C:4]([CH3:9])[N:3]=1.Br[CH2:11][C:12]([O:14][CH3:15])=[O:13].C(=O)([O-])[O-].[Cs+].[Cs+], predict the reaction product. The product is: [CH3:1][C:2]1[N:7]=[C:6]([O:8][CH2:11][C:12]([O:14][CH3:15])=[O:13])[CH:5]=[C:4]([CH3:9])[N:3]=1. (5) Given the reactants Br.[CH3:2][C:3]1[N:4]=[C:5]([C@H:8]2[CH2:12][CH2:11][CH2:10][N:9]2C(OCC2C=CC=CC=2)=O)[O:6][CH:7]=1.CCOCC, predict the reaction product. The product is: [CH3:2][C:3]1[N:4]=[C:5]([C@H:8]2[CH2:12][CH2:11][CH2:10][NH:9]2)[O:6][CH:7]=1.